Dataset: Reaction yield outcomes from USPTO patents with 853,638 reactions. Task: Predict the reaction yield, written as a fraction of the theoretical maximum amount of product (1.0 means a 100% yield; for example, 0.34 means a 34% yield). (1) The reactants are C(OC(=O)[NH:7][C:8]1[CH:13]=[CH:12][C:11]([F:14])=[CH:10][C:9]=1[CH2:15][C:16]([CH3:18])=[CH2:17])(C)(C)C.C1(OC)C=CC=CC=1.FC(F)(F)C(O)=O.CS(O)(=O)=O. The catalyst is ClCCl. The product is [CH3:17][C:16]1([CH3:18])[CH2:15][C:9]2[C:8](=[CH:13][CH:12]=[C:11]([F:14])[CH:10]=2)[NH:7]1. The yield is 0.660. (2) The reactants are [CH2:1]([O:8][C:9]1[S:13][C:12]([CH:14]=O)=[CH:11][CH:10]=1)[C:2]1[CH:7]=[CH:6][CH:5]=[CH:4][CH:3]=1.[N:16]1C=CC=CC=1.Cl.NO.C(N1C=CN=C1)(N1C=CN=C1)=O.C(N(CC)CC)C. The catalyst is CN(C)C=O.O. The product is [CH2:1]([O:8][C:9]1[S:13][C:12]([C:14]#[N:16])=[CH:11][CH:10]=1)[C:2]1[CH:7]=[CH:6][CH:5]=[CH:4][CH:3]=1. The yield is 0.140. (3) The reactants are [CH3:1][N:2]1[C:6]([C:7]2[S:8][C:9]([C:14]#[C:15][Si](C)(C)C)=[C:10]([Cl:13])[C:11]=2[Cl:12])=[N:5][C:4]([C:20]2[C:25]([F:26])=[CH:24][CH:23]=[CH:22][C:21]=2[Cl:27])=[N:3]1.C(=O)([O-])[O-].[K+].[K+].CCOC(C)=O.CCCCC.Cl. The catalyst is CO.CCCCC. The product is [CH3:1][N:2]1[C:6]([C:7]2[S:8][C:9]([C:14]#[CH:15])=[C:10]([Cl:13])[C:11]=2[Cl:12])=[N:5][C:4]([C:20]2[C:25]([F:26])=[CH:24][CH:23]=[CH:22][C:21]=2[Cl:27])=[N:3]1. The yield is 0.960. (4) The reactants are Cl[C:2]1[CH:11]=[C:10]2[C:5]([CH:6]=[C:7]([C:15]3[C:16]([F:32])=[CH:17][C:18]([F:31])=[C:19]([NH:21][C:22]([NH:24][C:25]4[CH:30]=[CH:29][CH:28]=[CH:27][CH:26]=4)=[O:23])[CH:20]=3)[C:8](=[O:14])[N:9]2[CH2:12][CH3:13])=[CH:4][N:3]=1.C([O-])([O-])=O.[Cs+].[Cs+].[CH3:39][N:40]([CH3:44])[C:41]([NH2:43])=[O:42].CC1(C)C2C(=C(P(C3C=CC=CC=3)C3C=CC=CC=3)C=CC=2)OC2C(P(C3C=CC=CC=3)C3C=CC=CC=3)=CC=CC1=2. The catalyst is O1CCOCC1.C1C=CC(/C=C/C(/C=C/C2C=CC=CC=2)=O)=CC=1.C1C=CC(/C=C/C(/C=C/C2C=CC=CC=2)=O)=CC=1.C1C=CC(/C=C/C(/C=C/C2C=CC=CC=2)=O)=CC=1.[Pd].[Pd].CN(C=O)C.CCOC(C)=O. The product is [F:32][C:16]1[CH:17]=[C:18]([F:31])[C:19]([NH:21][C:22]([NH:24][C:25]2[CH:30]=[CH:29][CH:28]=[CH:27][CH:26]=2)=[O:23])=[CH:20][C:15]=1[C:7]1[C:8](=[O:14])[N:9]([CH2:12][CH3:13])[C:10]2[C:5]([CH:6]=1)=[CH:4][N:3]=[C:2]([NH:43][C:41](=[O:42])[N:40]([CH3:44])[CH3:39])[CH:11]=2. The yield is 0.330.